From a dataset of Orexin1 receptor HTS with 218,158 compounds and 233 confirmed actives. Binary Classification. Given a drug SMILES string, predict its activity (active/inactive) in a high-throughput screening assay against a specified biological target. (1) The drug is O=c1[nH]c2c(cc1CCNC(=O)C)ccc(c2C)C. The result is 0 (inactive). (2) The compound is S1(=O)(=O)N(C(=CC(=N1)c1cc(OC)c(OC)cc1)C(=O)NCc1sccc1)C. The result is 0 (inactive). (3) The molecule is S(c1nc2c(cc1C)cc(OC)cc2)CC(=O)CC(OCC)=O. The result is 0 (inactive). (4) The drug is Clc1cn2c(Nc3cc4OCOc4cc3)c(nc2cc1)c1ncccc1. The result is 0 (inactive). (5) The result is 0 (inactive). The compound is o1c(Cn2c(=O)c3[nH]c4c(c3nc2)cc(cc4)C)ccc1. (6) The molecule is S(c1n(CCCC)c(c2ccccc2)cn1)CC(=O)NCCc1cc(OC)c(OC)cc1. The result is 0 (inactive).